From a dataset of Catalyst prediction with 721,799 reactions and 888 catalyst types from USPTO. Predict which catalyst facilitates the given reaction. (1) Reactant: C(O)(C(F)(F)F)=O.[C:8]([C:16]1[CH:21]=[CH:20][CH:19]=[CH:18][C:17]=1[NH:22][C:23]([C@H:25]1[N:33]([C:34](=[O:53])[C@@H:35]([NH:39][C:40](=[O:52])[C@@H:41]([N:43](C)[C:44](=O)OC(C)(C)C)[CH3:42])[CH:36]([CH3:38])[CH3:37])[C:28]2=[N:29][CH:30]=[CH:31][CH:32]=[C:27]2[CH2:26]1)=[O:24])(=[O:15])[C:9]1[CH:14]=[CH:13][CH:12]=[CH:11][CH:10]=1. Product: [C:8]([C:16]1[CH:21]=[CH:20][CH:19]=[CH:18][C:17]=1[NH:22][C:23]([C@H:25]1[N:33]([C:34](=[O:53])[C@@H:35]([NH:39][C:40](=[O:52])[C@@H:41]([NH:43][CH3:44])[CH3:42])[CH:36]([CH3:38])[CH3:37])[C:28]2=[N:29][CH:30]=[CH:31][CH:32]=[C:27]2[CH2:26]1)=[O:24])(=[O:15])[C:9]1[CH:14]=[CH:13][CH:12]=[CH:11][CH:10]=1. The catalyst class is: 2. (2) Reactant: C(OC(=O)[NH:7][CH2:8][C:9]1[CH:14]=[CH:13][C:12]([Cl:15])=[C:11]([NH:16][C:17]2[NH:43][C:20]3=[N:21][C:22]([O:38][CH2:39][CH:40]([F:42])[F:41])=[C:23]([C:25](=[O:37])[NH:26][C@H:27]4[CH2:32][CH2:31][C@H:30]([C:33]([F:36])([F:35])[F:34])[CH2:29][CH2:28]4)[CH:24]=[C:19]3[N:18]=2)[C:10]=1[Cl:44])(C)(C)C.Cl. Product: [Cl:44][C:10]1[C:11]([NH:16][C:17]2[NH:43][C:20]3=[N:21][C:22]([O:38][CH2:39][CH:40]([F:41])[F:42])=[C:23]([C:25](=[O:37])[NH:26][C@H:27]4[CH2:32][CH2:31][C@H:30]([C:33]([F:36])([F:34])[F:35])[CH2:29][CH2:28]4)[CH:24]=[C:19]3[N:18]=2)=[C:12]([Cl:15])[CH:13]=[CH:14][C:9]=1[CH2:8][NH2:7]. The catalyst class is: 169.